This data is from Reaction yield outcomes from USPTO patents with 853,638 reactions. The task is: Predict the reaction yield, written as a fraction of the theoretical maximum amount of product (1.0 means a 100% yield; for example, 0.34 means a 34% yield). (1) The reactants are Br[C:2]1[CH:9]=[CH:8][C:5]([CH:6]=[O:7])=[C:4]([N+:10]([O-:12])=[O:11])[CH:3]=1.[N:13]1([C:18]([C:20]2[CH:25]=[CH:24][C:23](B(O)O)=[CH:22][CH:21]=2)=[O:19])[CH2:17][CH2:16][CH2:15][CH2:14]1.CCO.C([O-])([O-])=O.[Na+].[Na+]. The catalyst is C1(C)C=CC=CC=1.C1C=CC([P]([Pd]([P](C2C=CC=CC=2)(C2C=CC=CC=2)C2C=CC=CC=2)([P](C2C=CC=CC=2)(C2C=CC=CC=2)C2C=CC=CC=2)[P](C2C=CC=CC=2)(C2C=CC=CC=2)C2C=CC=CC=2)(C2C=CC=CC=2)C2C=CC=CC=2)=CC=1. The product is [N+:10]([C:4]1[CH:3]=[C:2]([C:23]2[CH:22]=[CH:21][C:20]([C:18]([N:13]3[CH2:14][CH2:15][CH2:16][CH2:17]3)=[O:19])=[CH:25][CH:24]=2)[CH:9]=[CH:8][C:5]=1[CH:6]=[O:7])([O-:12])=[O:11]. The yield is 0.900. (2) The reactants are C([O:3][C:4]([C:6]1[N:7]=[C:8]([NH:11][C:12](=[O:28])[CH:13]([C:20]2[CH:25]=[CH:24][C:23]([Cl:26])=[C:22]([Cl:27])[CH:21]=2)[CH2:14][CH:15]2[CH2:19][CH2:18][CH2:17][CH2:16]2)[S:9][CH:10]=1)=O)C.[BH4-].[Na+]. The catalyst is O1CCCC1. The product is [CH:15]1([CH2:14][CH:13]([C:20]2[CH:25]=[CH:24][C:23]([Cl:26])=[C:22]([Cl:27])[CH:21]=2)[C:12]([NH:11][C:8]2[S:9][CH:10]=[C:6]([CH2:4][OH:3])[N:7]=2)=[O:28])[CH2:16][CH2:17][CH2:18][CH2:19]1. The yield is 0.250. (3) The reactants are [NH:1]1[CH:5]=[C:4]([C:6]2[C:7]([C:12]3[CH:17]=[CH:16][CH:15]=[CH:14][CH:13]=3)=[N:8][O:9][C:10]=2[CH3:11])[N:3]=[CH:2]1.I[C:19]1[CH:24]=[CH:23][C:22]([O:25][CH3:26])=[CH:21][CH:20]=1. No catalyst specified. The product is [CH3:26][O:25][C:22]1[CH:23]=[CH:24][C:19]([N:1]2[CH:5]=[C:4]([C:6]3[C:7]([C:12]4[CH:13]=[CH:14][CH:15]=[CH:16][CH:17]=4)=[N:8][O:9][C:10]=3[CH3:11])[N:3]=[CH:2]2)=[CH:20][CH:21]=1. The yield is 0.150.